From a dataset of Peptide-MHC class I binding affinity with 185,985 pairs from IEDB/IMGT. Regression. Given a peptide amino acid sequence and an MHC pseudo amino acid sequence, predict their binding affinity value. This is MHC class I binding data. (1) The peptide sequence is FQSQNGQFI. The MHC is H-2-Kb with pseudo-sequence H-2-Kb. The binding affinity (normalized) is 0.0352. (2) The peptide sequence is GIYIEGLMH. The MHC is HLA-A02:01 with pseudo-sequence HLA-A02:01. The binding affinity (normalized) is 0. (3) The peptide sequence is SCDFNGGKI. The MHC is HLA-A26:01 with pseudo-sequence HLA-A26:01. The binding affinity (normalized) is 0. (4) The peptide sequence is VRVCACPGR. The MHC is HLA-A26:01 with pseudo-sequence HLA-A26:01. The binding affinity (normalized) is 0.0847. (5) The peptide sequence is SRNKRGVFVL. The MHC is Mamu-B03 with pseudo-sequence Mamu-B03. The binding affinity (normalized) is 0.588.